Predict the reactants needed to synthesize the given product. From a dataset of Full USPTO retrosynthesis dataset with 1.9M reactions from patents (1976-2016). (1) Given the product [O:57]1[CH:56]=[CH:55][CH:59]=[C:58]1[CH2:60][NH:61][C:29]([C:28]1[CH:32]=[CH:33][C:25]([C:7]2[C:8]3[C:15](=[O:16])[N:14]4[C@H:10]([C:9]=3[N:17]=[C:18]([CH2:19][C:20]3[CH:24]=[CH:23][S:22][CH:21]=3)[C:6]=2[C:4]([O:3][CH2:1][CH3:2])=[O:5])[CH2:11][CH2:12][CH2:13]4)=[CH:26][CH:27]=1)=[O:30], predict the reactants needed to synthesize it. The reactants are: [CH2:1]([O:3][C:4]([C:6]1[C:18]([CH2:19][C:20]2[CH:24]=[CH:23][S:22][CH:21]=2)=[N:17][C:9]2[C@H:10]3[N:14]([C:15](=[O:16])[C:8]=2[C:7]=1[C:25]1[CH:33]=[CH:32][C:28]([C:29](O)=[O:30])=[CH:27][CH:26]=1)[CH2:13][CH2:12][CH2:11]3)=[O:5])[CH3:2].CCN=C=NCCCN(C)C.C1C=CC2N(O)N=NC=2C=1.[CH:55]1[CH:59]=[C:58]([CH2:60][NH2:61])[O:57][CH:56]=1. (2) Given the product [CH3:1][O:2][C:3]1[CH:8]=[CH:7][CH:6]=[CH:5][C:4]=1[CH:9]=[CH:10][C:11]([NH:21][CH:16]1[CH2:17][CH2:18][CH2:19][CH2:20][CH:15]1[CH3:14])=[O:13], predict the reactants needed to synthesize it. The reactants are: [CH3:1][O:2][C:3]1[CH:8]=[CH:7][CH:6]=[CH:5][C:4]=1[CH:9]=[CH:10][C:11]([OH:13])=O.[CH3:14][CH:15]1[CH2:20][CH2:19][CH2:18][CH2:17][CH:16]1[NH2:21].